The task is: Predict the reactants needed to synthesize the given product.. This data is from Full USPTO retrosynthesis dataset with 1.9M reactions from patents (1976-2016). Given the product [F:8][C:6]1[CH:5]=[C:4]([CH2:9][C:10]([NH:12][C@H:13]([C:15]([NH:18][CH:19]([C:24]2[S:25][C:26]3[CH2:32][CH2:31][CH2:30][CH2:29][C:27]=3[CH:28]=2)[C:20]([O:22][CH3:23])=[O:21])=[O:17])[CH3:14])=[O:11])[CH:3]=[C:2]([F:1])[CH:7]=1, predict the reactants needed to synthesize it. The reactants are: [F:1][C:2]1[CH:3]=[C:4]([CH2:9][C:10]([NH:12][C@H:13]([C:15]([OH:17])=O)[CH3:14])=[O:11])[CH:5]=[C:6]([F:8])[CH:7]=1.[NH2:18][CH:19]([C:24]1[S:25][C:26]2[CH2:32][CH2:31][CH2:30][CH2:29][C:27]=2[CH:28]=1)[C:20]([O:22][CH3:23])=[O:21].C(NC(C1SC2CCCCC=2C=1)C(O)=O)(OC(C)(C)C)=O.